This data is from Full USPTO retrosynthesis dataset with 1.9M reactions from patents (1976-2016). The task is: Predict the reactants needed to synthesize the given product. (1) Given the product [Cl:15][C:10]1[CH:11]=[CH:12][C:13]2[C:14]3[C:2]([NH:22][CH:21]([CH:23]4[CH2:25][CH2:24]4)[CH:18]4[CH2:20][CH2:19]4)=[N:3][CH:4]=[C:5]([C:16]#[N:17])[C:6]=3[NH:7][C:8]=2[CH:9]=1, predict the reactants needed to synthesize it. The reactants are: Cl[C:2]1[C:14]2[C:13]3[CH:12]=[CH:11][C:10]([Cl:15])=[CH:9][C:8]=3[NH:7][C:6]=2[C:5]([C:16]#[N:17])=[CH:4][N:3]=1.[CH:18]1([CH:21]([CH:23]2[CH2:25][CH2:24]2)[NH2:22])[CH2:20][CH2:19]1. (2) The reactants are: [NH2:1][C:2]1[S:3][C:4]2[CH2:15][CH2:14][CH2:13][CH2:12][C:5]=2[C:6]=1[C:7]([O:9][CH2:10][CH3:11])=[O:8].[C:16](Cl)(=[O:18])[CH3:17]. Given the product [CH2:10]([O:9][C:7]([C:6]1[C:5]2[CH2:12][CH2:13][CH2:14][CH2:15][C:4]=2[S:3][C:2]=1[NH:1][C:16](=[O:18])[CH3:17])=[O:8])[CH3:11], predict the reactants needed to synthesize it. (3) Given the product [NH2:1][C:2]1[C:7]([CH:8]=[O:9])=[CH:6][N:5]=[C:4]([S:10][CH2:11][CH3:12])[N:3]=1, predict the reactants needed to synthesize it. The reactants are: [NH2:1][C:2]1[C:7]([CH2:8][OH:9])=[CH:6][N:5]=[C:4]([S:10][CH2:11][CH3:12])[N:3]=1. (4) Given the product [C:1]([O:5][C:6]([NH:8][C@H:9]1[CH2:10][CH2:11][C@@H:12]([CH2:15][OH:16])[CH2:13][CH2:14]1)=[O:7])([CH3:4])([CH3:3])[CH3:2], predict the reactants needed to synthesize it. The reactants are: [C:1]([O:5][C:6]([NH:8][C@@H:9]1[CH2:14][CH2:13][C@H:12]([C:15](O)=[O:16])[CH2:11][CH2:10]1)=[O:7])([CH3:4])([CH3:3])[CH3:2].CN1CCOCC1.ClC(OCC(C)C)=O.[BH4-].[Na+]. (5) Given the product [F:1][C:2]1[CH:7]=[CH:6][C:5]([C:8]([F:9])([F:11])[F:10])=[CH:4][C:3]=1[NH:12][C:13]1[N:17]=[C:16]([NH2:18])[NH:15][N:14]=1, predict the reactants needed to synthesize it. The reactants are: [F:1][C:2]1[CH:7]=[CH:6][C:5]([C:8]([F:11])([F:10])[F:9])=[CH:4][C:3]=1[NH:12][C:13]1[N:17]=[C:16]([N:18](CC2C=CC(OC)=CC=2)CC2C=CC(OC)=CC=2)[N:15](CC2C=CC(OC)=CC=2)[N:14]=1.C(O)(C(F)(F)F)=O. (6) Given the product [CH2:1]([O:3][C:4]([C:6]1[CH:7]=[N:8][N:9]2[C:14]([OH:15])=[C:13]([C:16]([N:31]3[CH2:32][CH2:33][C:28]4([C:27]5[C:22](=[CH:23][CH:24]=[CH:25][CH:26]=5)[CH:21]=[C:20]4[CH3:19])[CH2:29][CH2:30]3)=[O:18])[CH:12]=[N:11][C:10]=12)=[O:5])[CH3:2], predict the reactants needed to synthesize it. The reactants are: [CH2:1]([O:3][C:4]([C:6]1[CH:7]=[N:8][N:9]2[C:14]([OH:15])=[C:13]([C:16]([OH:18])=O)[CH:12]=[N:11][C:10]=12)=[O:5])[CH3:2].[CH3:19][C:20]1[C:28]2([CH2:33][CH2:32][NH:31][CH2:30][CH2:29]2)[C:27]2[C:22](=[CH:23][CH:24]=[CH:25][CH:26]=2)[CH:21]=1. (7) Given the product [C:1]([O:5][C:6]([N:8]1[CH2:13][CH2:12][CH2:11][C:10]([NH:23][C:26]([O:52][CH2:45][C:46]2[CH:51]=[CH:50][CH:49]=[CH:48][CH:47]=2)=[O:35])([CH:17]([CH3:20])[CH:18]=[CH2:19])[CH2:9]1)=[O:7])([CH3:2])([CH3:3])[CH3:4], predict the reactants needed to synthesize it. The reactants are: [C:1]([O:5][C:6]([N:8]1[CH2:13][CH2:12][CH2:11][C:10]([CH:17]([CH3:20])[CH:18]=[CH2:19])(C(O)=O)[CH2:9]1)=[O:7])([CH3:4])([CH3:3])[CH3:2].C([N:23]([CH2:26]C)CC)C.C1(P(N=[N+]=[N-])(C2C=CC=CC=2)=[O:35])C=CC=CC=1.[CH2:45]([OH:52])[C:46]1[CH:51]=[CH:50][CH:49]=[CH:48][CH:47]=1. (8) Given the product [CH2:38]([N:41]([CH2:42][CH2:43][CH3:44])[CH2:25][CH2:26][CH2:27][CH:28]([NH:30][C:31](=[O:32])[O:33][C:34]([CH3:37])([CH3:36])[CH3:35])[CH3:29])[CH2:39][CH3:40], predict the reactants needed to synthesize it. The reactants are: C(N(CC)CCCC(NC(=O)OC(C)(C)C)CC)C.CS(O[CH2:25][CH2:26][CH2:27][CH:28]([NH:30][C:31]([O:33][C:34]([CH3:37])([CH3:36])[CH3:35])=[O:32])[CH3:29])(=O)=O.[CH2:38]([NH:41][CH2:42][CH2:43][CH3:44])[CH2:39][CH3:40].